This data is from CYP2C19 inhibition data for predicting drug metabolism from PubChem BioAssay. The task is: Regression/Classification. Given a drug SMILES string, predict its absorption, distribution, metabolism, or excretion properties. Task type varies by dataset: regression for continuous measurements (e.g., permeability, clearance, half-life) or binary classification for categorical outcomes (e.g., BBB penetration, CYP inhibition). Dataset: cyp2c19_veith. (1) The molecule is COc1cccc(-c2nccc(NCc3ccccc3OC)n2)c1. The result is 1 (inhibitor). (2) The compound is O=c1c(-c2ccc(F)cc2)nc2cnc(Oc3ccccc3)nc2n1C1CC1. The result is 0 (non-inhibitor).